This data is from Forward reaction prediction with 1.9M reactions from USPTO patents (1976-2016). The task is: Predict the product of the given reaction. (1) The product is: [CH:46]1([N:45]([CH2:44][CH:43]([O:51][CH3:52])[O:42][CH3:41])[C:35](=[O:37])[CH2:34][CH2:33][O:32][CH2:31][CH2:30][C:29]2[CH:38]=[CH:39][CH:40]=[C:27]([C:25]3[CH:24]=[N:23][N:22]([CH2:19][CH2:20][CH3:21])[CH:26]=3)[CH:28]=2)[CH2:47][CH2:48][CH2:49][CH2:50]1. Given the reactants C(P1(=O)OP(CCC)(=O)OP(CCC)(=O)O1)CC.[CH2:19]([N:22]1[CH:26]=[C:25]([C:27]2[CH:28]=[C:29]([CH:38]=[CH:39][CH:40]=2)[CH2:30][CH2:31][O:32][CH2:33][CH2:34][C:35]([OH:37])=O)[CH:24]=[N:23]1)[CH2:20][CH3:21].[CH3:41][O:42][CH:43]([O:51][CH3:52])[CH2:44][NH:45][CH:46]1[CH2:50][CH2:49][CH2:48][CH2:47]1.C(=O)([O-])O.[Na+], predict the reaction product. (2) Given the reactants [CH3:1][O:2][C:3]1[CH:8]=[C:7]([N+:9]([O-])=O)[CH:6]=[CH:5][C:4]=1[C:12]1[S:13][C:14]2[CH:20]=[CH:19][CH:18]=[CH:17][C:15]=2[N:16]=1.O.O.[Sn](Cl)Cl.CCCCCC.C1COCC1, predict the reaction product. The product is: [NH2:9][C:7]1[CH:6]=[CH:5][C:4]([C:12]2[S:13][C:14]3[CH:20]=[CH:19][CH:18]=[CH:17][C:15]=3[N:16]=2)=[C:3]([O:2][CH3:1])[CH:8]=1. (3) The product is: [S:1]1[CH:5]=[C:4]([CH:6]2[O:7][CH:9]=[N:8][CH:10]2[S:11]([C:14]2[CH:19]=[CH:18][C:17]([CH3:20])=[CH:16][CH:15]=2)(=[O:13])=[O:12])[N:3]=[CH:2]1. Given the reactants [S:1]1[CH:5]=[C:4]([CH:6]=[O:7])[N:3]=[CH:2]1.[N+:8]([CH2:10][S:11]([C:14]1[CH:19]=[CH:18][C:17]([CH3:20])=[CH:16][CH:15]=1)(=[O:13])=[O:12])#[C-:9].[C-]#N.[K+], predict the reaction product. (4) Given the reactants [Cl:1][C:2]1[CH:7]=[C:6]([N+:8]([O-:10])=[O:9])[CH:5]=[CH:4][C:3]=1F.[OH:12][C:13]1[CH:14]=[C:15]([C:19](=[O:27])[CH2:20][C:21]2[CH:26]=[CH:25][CH:24]=[CH:23][CH:22]=2)[CH:16]=[CH:17][CH:18]=1.C(=O)([O-])[O-].[K+].[K+], predict the reaction product. The product is: [Cl:1][C:2]1[CH:7]=[C:6]([N+:8]([O-:10])=[O:9])[CH:5]=[CH:4][C:3]=1[O:12][C:13]1[CH:14]=[C:15]([C:19](=[O:27])[CH2:20][C:21]2[CH:22]=[CH:23][CH:24]=[CH:25][CH:26]=2)[CH:16]=[CH:17][CH:18]=1. (5) Given the reactants Cl.[NH2:2][OH:3].C(=O)(O)[O-].[Na+].O.[Cl:10][C:11]1[CH:12]=[C:13]([C:17]2[C:22]3[N:23]([CH2:33][C@H:34]4[CH2:39][CH2:38][C@H:37]([CH3:40])[CH2:36][CH2:35]4)[C:24]([N:26]4[CH2:30][CH2:29][CH2:28][C@H:27]4[CH2:31][F:32])=[N:25][C:21]=3[CH:20]=[C:19]([C:41]#[N:42])[N:18]=2)[CH:14]=[N:15][CH:16]=1, predict the reaction product. The product is: [Cl:10][C:11]1[CH:12]=[C:13]([C:17]2[C:22]3[N:23]([CH2:33][C@H:34]4[CH2:39][CH2:38][C@H:37]([CH3:40])[CH2:36][CH2:35]4)[C:24]([N:26]4[CH2:30][CH2:29][CH2:28][C@H:27]4[CH2:31][F:32])=[N:25][C:21]=3[CH:20]=[C:19]([C:41](=[N:2][OH:3])[NH2:42])[N:18]=2)[CH:14]=[N:15][CH:16]=1. (6) Given the reactants [F:1][C:2]1[CH:3]=[C:4]([SH:11])[C:5](=[CH:9][CH:10]=1)[C:6]([OH:8])=O.[C:12]([C:14]1[CH:19]=[C:18]([CH2:20][CH2:21][C:22]([O:24][C:25]([CH3:28])([CH3:27])[CH3:26])=[O:23])[CH:17]=[CH:16][N:15]=1)#[N:13], predict the reaction product. The product is: [F:1][C:2]1[CH:10]=[CH:9][C:5]2[C:6](=[O:8])[N:13]=[C:12]([C:14]3[CH:19]=[C:18]([CH2:20][CH2:21][C:22]([O:24][C:25]([CH3:28])([CH3:27])[CH3:26])=[O:23])[CH:17]=[CH:16][N:15]=3)[S:11][C:4]=2[CH:3]=1. (7) Given the reactants [N:1]1[C:10]2[C:5](=[C:6]([NH:11][C:12]([N:14]3[CH2:19][CH2:18][N:17]([C:20]4[N:21]=[N:22][C:23]([NH2:26])=[CH:24][CH:25]=4)[CH2:16][CH:15]3[CH:27]([CH3:29])[CH3:28])=[S:13])[CH:7]=[CH:8][CH:9]=2)[CH:4]=[CH:3][CH:2]=1.[OH:30][CH2:31][CH2:32][C:33](O)=[O:34], predict the reaction product. The product is: [OH:34][CH2:33][CH2:32][C:31]([NH:26][C:23]1[N:22]=[N:21][C:20]([N:17]2[CH2:18][CH2:19][N:14]([C:12](=[S:13])[NH:11][C:6]3[CH:7]=[CH:8][CH:9]=[C:10]4[C:5]=3[CH:4]=[CH:3][CH:2]=[N:1]4)[CH:15]([CH:27]([CH3:29])[CH3:28])[CH2:16]2)=[CH:25][CH:24]=1)=[O:30].